Dataset: Reaction yield outcomes from USPTO patents with 853,638 reactions. Task: Predict the reaction yield, written as a fraction of the theoretical maximum amount of product (1.0 means a 100% yield; for example, 0.34 means a 34% yield). (1) The reactants are Cl[C:2]1[N:7]=[C:6]([NH2:8])[N:5]=[C:4]2[NH:9][N:10]=[CH:11][C:3]=12.[C:12](O)(=[O:14])C. The catalyst is C[O-].[Na+]. The product is [CH3:12][O:14][C:2]1[N:7]=[C:6]([NH2:8])[N:5]=[C:4]2[NH:9][N:10]=[CH:11][C:3]=12. The yield is 0.990. (2) The reactants are F[C:2]1[CH:9]=[CH:8][CH:7]=[CH:6][C:3]=1[C:4]#[N:5].[C:10]1([OH:16])[CH:15]=[CH:14][CH:13]=[CH:12][CH:11]=1.C([O-])([O-])=O.[K+].[K+]. The catalyst is CN(C=O)C.O. The product is [O:16]([C:2]1[CH:9]=[CH:8][CH:7]=[CH:6][C:3]=1[C:4]#[N:5])[C:10]1[CH:15]=[CH:14][CH:13]=[CH:12][CH:11]=1. The yield is 0.930. (3) The product is [CH3:1][N:2]([CH3:13])[C:3]1[CH:8]=[CH:7][C:6]([C:15]#[N:16])=[CH:5][C:4]=1[O:10][CH2:11][CH3:12]. The catalyst is [C-]#N.[Zn+2].[C-]#N.C1C=CC([P]([Pd]([P](C2C=CC=CC=2)(C2C=CC=CC=2)C2C=CC=CC=2)([P](C2C=CC=CC=2)(C2C=CC=CC=2)C2C=CC=CC=2)[P](C2C=CC=CC=2)(C2C=CC=CC=2)C2C=CC=CC=2)(C2C=CC=CC=2)C2C=CC=CC=2)=CC=1. The reactants are [CH3:1][N:2]([CH3:13])[C:3]1[CH:8]=[CH:7][C:6](I)=[CH:5][C:4]=1[O:10][CH2:11][CH3:12].O.[CH3:15][N:16](C=O)C. The yield is 0.380. (4) The reactants are Cl[C:2]1[N:7]=[C:6]([Cl:8])[C:5]([C:9]#[N:10])=[CH:4][N:3]=1.[NH3:11]. The catalyst is O1CCOCC1. The product is [NH2:11][C:2]1[N:7]=[C:6]([Cl:8])[C:5]([C:9]#[N:10])=[CH:4][N:3]=1. The yield is 0.560. (5) The reactants are C(N(CC)CC)C.[F:8][C:9]1[CH:30]=[CH:29][CH:28]=[CH:27][C:10]=1[CH:11]=[C:12]1[C:17](=[O:18])[C:16](=[CH:19][C:20]2[CH:25]=[CH:24][CH:23]=[CH:22][C:21]=2[F:26])[CH2:15][NH:14][CH2:13]1.[C:31](Cl)(=[O:49])[CH2:32][CH2:33][CH2:34][CH2:35][CH2:36][CH2:37][CH2:38][CH2:39][CH2:40][CH2:41][CH2:42][CH2:43][CH2:44][CH2:45][CH2:46][CH2:47][CH3:48].C(=O)([O-])[O-].[K+].[K+]. The catalyst is ClCCCl. The product is [C:31]([N:14]1[CH2:13][C:12](=[CH:11][C:10]2[CH:27]=[CH:28][CH:29]=[CH:30][C:9]=2[F:8])[C:17](=[O:18])[C:16](=[CH:19][C:20]2[CH:25]=[CH:24][CH:23]=[CH:22][C:21]=2[F:26])[CH2:15]1)(=[O:49])[CH2:32][CH2:33][CH2:34][CH2:35][CH2:36][CH2:37][CH2:38][CH2:39][CH2:40][CH2:41][CH2:42][CH2:43][CH2:44][CH2:45][CH2:46][CH2:47][CH3:48]. The yield is 0.670. (6) The reactants are [Cl:1][C:2]1[CH:7]=[CH:6][N:5]=[C:4]2[CH:8]=[C:9]([Sn](CCCC)(CCCC)CCCC)[S:10][C:3]=12.Br[C:25]1[CH:37]=[CH:36][C:28]([CH2:29][N:30]2[CH2:34][CH2:33][C@H:32]([OH:35])[CH2:31]2)=[CH:27][CH:26]=1.CO.CCOC(C)=O. The catalyst is C1(C)C=CC=CC=1.C1C=CC([P]([Pd]([P](C2C=CC=CC=2)(C2C=CC=CC=2)C2C=CC=CC=2)([P](C2C=CC=CC=2)(C2C=CC=CC=2)C2C=CC=CC=2)[P](C2C=CC=CC=2)(C2C=CC=CC=2)C2C=CC=CC=2)(C2C=CC=CC=2)C2C=CC=CC=2)=CC=1. The product is [Cl:1][C:2]1[CH:7]=[CH:6][N:5]=[C:4]2[CH:8]=[C:9]([C:25]3[CH:37]=[CH:36][C:28]([CH2:29][N:30]4[CH2:34][CH2:33][C@H:32]([OH:35])[CH2:31]4)=[CH:27][CH:26]=3)[S:10][C:3]=12. The yield is 0.710. (7) The reactants are [Cl:1][C:2]1[CH:3]=[C:4]([CH:8]=[C:9]([S:11]([CH3:14])(=[O:13])=[O:12])[CH:10]=1)[C:5](O)=[O:6]. The catalyst is O1CCCC1. The product is [Cl:1][C:2]1[CH:3]=[C:4]([CH2:5][OH:6])[CH:8]=[C:9]([S:11]([CH3:14])(=[O:12])=[O:13])[CH:10]=1. The yield is 0.910. (8) The reactants are [N:1]([C@H:4]1[CH2:28][CH2:27][C@@:26]2([CH3:29])[C:6](=[CH:7][CH2:8][C@@H:9]3[C@@H:25]2[CH2:24][CH2:23][C@@:22]2([CH3:30])[C@H:10]3[CH2:11][CH2:12][C@@H:13]2[C@H:14]([CH3:21])[CH2:15][CH2:16][CH2:17][CH:18]([CH3:20])[CH3:19])[CH2:5]1)=[N+]=[N-].[H-].[H-].[H-].[H-].[Li+].[Al+3]. The catalyst is C(OCC)C. The product is [NH2:1][C@H:4]1[CH2:28][CH2:27][C@@:26]2([CH3:29])[C:6](=[CH:7][CH2:8][C@@H:9]3[C@@H:25]2[CH2:24][CH2:23][C@@:22]2([CH3:30])[C@H:10]3[CH2:11][CH2:12][C@@H:13]2[C@H:14]([CH3:21])[CH2:15][CH2:16][CH2:17][CH:18]([CH3:20])[CH3:19])[CH2:5]1. The yield is 0.963.